The task is: Predict the reactants needed to synthesize the given product.. This data is from Retrosynthesis with 50K atom-mapped reactions and 10 reaction types from USPTO. (1) Given the product O=C(O)COc1ccc(F)c(NCc2c(F)ccc(-c3cccc(F)c3)c2F)c1F, predict the reactants needed to synthesize it. The reactants are: CCOC(=O)COc1ccc(F)c(NCc2c(F)ccc(-c3cccc(F)c3)c2F)c1F. (2) Given the product Nc1cccc(-n2c(=O)c(CCCc3ccncc3)cc3cccnc32)c1, predict the reactants needed to synthesize it. The reactants are: O=c1c(CCCc2ccncc2)cc2cccnc2n1-c1cccc([N+](=O)[O-])c1. (3) Given the product O=C(NCCc1ccc(F)cc1)c1cc([N+](=O)[O-])c(Sc2c(Cl)cncc2Cl)s1, predict the reactants needed to synthesize it. The reactants are: NCCc1ccc(F)cc1.O=C(Cl)c1cc([N+](=O)[O-])c(Sc2c(Cl)cncc2Cl)s1. (4) Given the product COC(=O)CC(O)CC(O)/C=C/c1c(C)cc(C)cc1-c1ccc(F)c(CO[Si](C)(C)C(C)(C)C)c1, predict the reactants needed to synthesize it. The reactants are: COC(=O)CC(O)CC(=O)/C=C/c1c(C)cc(C)cc1-c1ccc(F)c(CO[Si](C)(C)C(C)(C)C)c1. (5) Given the product O=[N+]([O-])c1ccc(COCC(F)(F)F)cc1, predict the reactants needed to synthesize it. The reactants are: O=[N+]([O-])c1ccc(CBr)cc1.OCC(F)(F)F.